This data is from Forward reaction prediction with 1.9M reactions from USPTO patents (1976-2016). The task is: Predict the product of the given reaction. (1) Given the reactants [ClH:1].C(OC(=O)[NH:8][CH2:9][C:10]1[S:11][CH:12]=[C:13]([C:15]2[C:24]([CH3:25])=[C:23]3[C:18]([C:19](=[O:30])[NH:20][C:21](=[O:29])[N:22]3[CH:26]3[CH2:28][CH2:27]3)=[CH:17][C:16]=2[F:31])[CH:14]=1)(C)(C)C, predict the reaction product. The product is: [ClH:1].[NH2:8][CH2:9][C:10]1[S:11][CH:12]=[C:13]([C:15]2[C:24]([CH3:25])=[C:23]3[C:18]([C:19](=[O:30])[NH:20][C:21](=[O:29])[N:22]3[CH:26]3[CH2:27][CH2:28]3)=[CH:17][C:16]=2[F:31])[CH:14]=1. (2) The product is: [Cl:15][C:11]1[CH:10]=[C:9]2[C:14]([C:6]([NH:5][C:3](=[O:4])[CH2:2][N:16]3[CH2:21][CH2:20][O:19][CH2:18][CH2:17]3)=[N:7][NH:8]2)=[CH:13][CH:12]=1. Given the reactants Cl[CH2:2][C:3]([NH:5][C:6]1[C:14]2[C:9](=[CH:10][C:11]([Cl:15])=[CH:12][CH:13]=2)[NH:8][N:7]=1)=[O:4].[NH:16]1[CH2:21][CH2:20][O:19][CH2:18][CH2:17]1, predict the reaction product.